This data is from TCR-epitope binding with 47,182 pairs between 192 epitopes and 23,139 TCRs. The task is: Binary Classification. Given a T-cell receptor sequence (or CDR3 region) and an epitope sequence, predict whether binding occurs between them. (1) The epitope is HLVDFQVTI. The TCR CDR3 sequence is CASSLEASGPYEQYF. Result: 1 (the TCR binds to the epitope). (2) The epitope is FLNRFTTTL. The TCR CDR3 sequence is CSVPRPLATIYF. Result: 1 (the TCR binds to the epitope).